Dataset: Forward reaction prediction with 1.9M reactions from USPTO patents (1976-2016). Task: Predict the product of the given reaction. (1) Given the reactants C1(C)C=CC=CC=1.[Br:8][C:9]1[CH:10]=[C:11](C(O)=O)[C:12]2[O:16][CH2:15][CH2:14][C:13]=2[CH:17]=1.C([N:24]([CH2:28]C)C(C)C)(C)C.C1(P(N=[N+]=[N-])(C2C=CC=CC=2)=[O:37])C=CC=CC=1.[C:47]([OH:51])([CH3:50])([CH3:49])[CH3:48], predict the reaction product. The product is: [Br:8][C:9]1[CH:10]=[C:11]([NH:24][C:28](=[O:37])[O:51][C:47]([CH3:50])([CH3:49])[CH3:48])[C:12]2[O:16][CH2:15][CH2:14][C:13]=2[CH:17]=1. (2) Given the reactants C(O[C:4]([C:6]1[C:10]([OH:11])=[C:9]([C:12]2[CH:17]=[CH:16][C:15]([Cl:18])=[CH:14][CH:13]=2)[N:8]([C:19]2[CH:24]=[CH:23][CH:22]=[CH:21][C:20]=2[Cl:25])[N:7]=1)=[O:5])C.[F:26][C:27]([F:34])([CH3:33])[CH2:28][NH:29][CH2:30][CH2:31][OH:32], predict the reaction product. The product is: [F:26][C:27]([F:34])([CH3:33])[CH2:28][N:29]([CH2:30][CH2:31][OH:32])[C:4]([C:6]1[C:10]([OH:11])=[C:9]([C:12]2[CH:13]=[CH:14][C:15]([Cl:18])=[CH:16][CH:17]=2)[N:8]([C:19]2[CH:24]=[CH:23][CH:22]=[CH:21][C:20]=2[Cl:25])[N:7]=1)=[O:5].